This data is from Catalyst prediction with 721,799 reactions and 888 catalyst types from USPTO. The task is: Predict which catalyst facilitates the given reaction. Reactant: [F-].C([N+](CCCC)(CCCC)CCCC)CCC.[Si]([O:26][C@H:27]1[CH2:31][N:30]([C:32]([O:34][C:35]([CH3:38])([CH3:37])[CH3:36])=[O:33])[C@H:29]([CH3:39])[CH2:28]1)(C(C)(C)C)(C)C.CCCCCCC. Product: [OH:26][CH:27]1[CH2:31][N:30]([C:32]([O:34][C:35]([CH3:38])([CH3:37])[CH3:36])=[O:33])[C@H:29]([CH3:39])[CH2:28]1. The catalyst class is: 1.